From a dataset of NCI-60 drug combinations with 297,098 pairs across 59 cell lines. Regression. Given two drug SMILES strings and cell line genomic features, predict the synergy score measuring deviation from expected non-interaction effect. (1) Drug 1: CNC(=O)C1=CC=CC=C1SC2=CC3=C(C=C2)C(=NN3)C=CC4=CC=CC=N4. Drug 2: COC1=NC(=NC2=C1N=CN2C3C(C(C(O3)CO)O)O)N. Cell line: SF-539. Synergy scores: CSS=8.08, Synergy_ZIP=-6.14, Synergy_Bliss=-3.90, Synergy_Loewe=-11.7, Synergy_HSA=-4.30. (2) Drug 1: C1CCC(C1)C(CC#N)N2C=C(C=N2)C3=C4C=CNC4=NC=N3. Drug 2: CC(C1=C(C=CC(=C1Cl)F)Cl)OC2=C(N=CC(=C2)C3=CN(N=C3)C4CCNCC4)N. Cell line: EKVX. Synergy scores: CSS=8.86, Synergy_ZIP=-2.66, Synergy_Bliss=-0.747, Synergy_Loewe=-1.03, Synergy_HSA=-0.0403. (3) Drug 1: CC1C(C(CC(O1)OC2CC(CC3=C2C(=C4C(=C3O)C(=O)C5=C(C4=O)C(=CC=C5)OC)O)(C(=O)C)O)N)O.Cl. Drug 2: CC1C(C(CC(O1)OC2CC(OC(C2O)C)OC3=CC4=CC5=C(C(=O)C(C(C5)C(C(=O)C(C(C)O)O)OC)OC6CC(C(C(O6)C)O)OC7CC(C(C(O7)C)O)OC8CC(C(C(O8)C)O)(C)O)C(=C4C(=C3C)O)O)O)O. Cell line: ACHN. Synergy scores: CSS=29.1, Synergy_ZIP=-1.57, Synergy_Bliss=0.399, Synergy_Loewe=-20.0, Synergy_HSA=0.211. (4) Drug 1: CCC1=C2CN3C(=CC4=C(C3=O)COC(=O)C4(CC)O)C2=NC5=C1C=C(C=C5)O. Drug 2: CN(CC1=CN=C2C(=N1)C(=NC(=N2)N)N)C3=CC=C(C=C3)C(=O)NC(CCC(=O)O)C(=O)O. Cell line: HL-60(TB). Synergy scores: CSS=44.2, Synergy_ZIP=-0.870, Synergy_Bliss=-3.75, Synergy_Loewe=-7.29, Synergy_HSA=-4.35. (5) Drug 1: CC1=C(C=C(C=C1)NC2=NC=CC(=N2)N(C)C3=CC4=NN(C(=C4C=C3)C)C)S(=O)(=O)N.Cl. Drug 2: CCCS(=O)(=O)NC1=C(C(=C(C=C1)F)C(=O)C2=CNC3=C2C=C(C=N3)C4=CC=C(C=C4)Cl)F. Cell line: TK-10. Synergy scores: CSS=23.6, Synergy_ZIP=6.33, Synergy_Bliss=8.18, Synergy_Loewe=4.26, Synergy_HSA=7.58. (6) Drug 1: C1CCC(CC1)NC(=O)N(CCCl)N=O. Drug 2: CC1=C2C(C(=O)C3(C(CC4C(C3C(C(C2(C)C)(CC1OC(=O)C(C(C5=CC=CC=C5)NC(=O)C6=CC=CC=C6)O)O)OC(=O)C7=CC=CC=C7)(CO4)OC(=O)C)O)C)OC(=O)C. Cell line: NCI/ADR-RES. Synergy scores: CSS=3.82, Synergy_ZIP=-2.40, Synergy_Bliss=-5.43, Synergy_Loewe=-8.31, Synergy_HSA=-8.05. (7) Drug 1: C1=CC=C(C(=C1)C(C2=CC=C(C=C2)Cl)C(Cl)Cl)Cl. Drug 2: C1CC(=O)NC(=O)C1N2C(=O)C3=CC=CC=C3C2=O. Cell line: HCT116. Synergy scores: CSS=-4.04, Synergy_ZIP=5.35, Synergy_Bliss=10.2, Synergy_Loewe=1.43, Synergy_HSA=1.60. (8) Drug 1: C1C(C(OC1N2C=C(C(=O)NC2=O)F)CO)O. Drug 2: CC1=C(C(CCC1)(C)C)C=CC(=CC=CC(=CC(=O)O)C)C. Cell line: KM12. Synergy scores: CSS=21.4, Synergy_ZIP=-0.0206, Synergy_Bliss=9.29, Synergy_Loewe=-6.39, Synergy_HSA=0.266.